From a dataset of Catalyst prediction with 721,799 reactions and 888 catalyst types from USPTO. Predict which catalyst facilitates the given reaction. (1) Product: [CH3:29][O:30][CH2:31][CH2:32][N:33]([CH2:34][CH2:35][O:36][CH3:37])[CH2:38][C:39]1[N:7]=[C:6]([C:8]2[CH:9]=[C:10]3[C:14](=[CH:15][CH:16]=2)[NH:13][N:12]=[C:11]3[C:17]2[CH:26]=[CH:25][C:24]3[C:19](=[CH:20][CH:21]=[C:22]([O:27][CH3:28])[CH:23]=3)[CH:18]=2)[NH:42][N:41]=1. Reactant: Cl.Cl.C(O[C:6]([C:8]1[CH:9]=[C:10]2[C:14](=[CH:15][CH:16]=1)[NH:13][N:12]=[C:11]2[C:17]1[CH:26]=[CH:25][C:24]2[C:19](=[CH:20][CH:21]=[C:22]([O:27][CH3:28])[CH:23]=2)[CH:18]=1)=[NH:7])C.[CH3:29][O:30][CH2:31][CH2:32][N:33]([CH2:38][C:39]([NH:41][NH2:42])=O)[CH2:34][CH2:35][O:36][CH3:37].C(N(CC)CC)C. The catalyst class is: 5. (2) Reactant: CC(C)([O-])C.[K+].[F:7][C:8]1[CH:18]=[CH:17][C:11]2[NH:12][C:13](=O)[CH2:14][O:15][C:10]=2[C:9]=1[CH2:19][CH2:20][N:21]1[CH2:26][CH2:25][N:24]([C:27]2[CH:36]=[CH:35][CH:34]=[C:33]3[C:28]=2[CH:29]=[N:30][C:31]([CH3:37])=[N:32]3)[CH2:23][CH2:22]1.C(OP(Cl)(OCC)=O)C.[N+:47]([CH2:49][C:50]([O:52][CH2:53][CH3:54])=[O:51])#[C-:48]. Product: [F:7][C:8]1[CH:18]=[CH:17][C:11]2[N:12]3[CH:48]=[N:47][C:49]([C:50]([O:52][CH2:53][CH3:54])=[O:51])=[C:13]3[CH2:14][O:15][C:10]=2[C:9]=1[CH2:19][CH2:20][N:21]1[CH2:26][CH2:25][N:24]([C:27]2[CH:36]=[CH:35][CH:34]=[C:33]3[C:28]=2[CH:29]=[N:30][C:31]([CH3:37])=[N:32]3)[CH2:23][CH2:22]1. The catalyst class is: 220. (3) Reactant: Br[C:2]1[CH:11]=[CH:10][C:9]2[N:8]=[CH:7][C:6]3[N:12]([CH3:29])[C:13](=[N:26][C:27]#[N:28])[N:14]([C:15]4[CH:16]=[N:17][C:18]([C:21]([C:24]#[N:25])([CH3:23])[CH3:22])=[CH:19][CH:20]=4)[C:5]=3[C:4]=2[CH:3]=1.[B:30]1(B2OC(C)(C)C(C)(C)O2)[O:34]C(C)(C)C(C)(C)[O:31]1.C([O-])(=O)C.[K+].C(Cl)Cl. Product: [C:27]([N:26]=[C:13]1[N:12]([CH3:29])[C:6]2[CH:7]=[N:8][C:9]3[CH:10]=[CH:11][C:2]([B:30]([OH:34])[OH:31])=[CH:3][C:4]=3[C:5]=2[N:14]1[C:15]1[CH:16]=[N:17][C:18]([C:21]([C:24]#[N:25])([CH3:23])[CH3:22])=[CH:19][CH:20]=1)#[N:28]. The catalyst class is: 155. (4) Reactant: [CH2:1]([O:3][C:4](=[O:27])[C:5]1[CH:10]=[CH:9][C:8]([N:11]2[C:19]3[C:14](=[CH:15][CH:16]=[C:17]([OH:20])[CH:18]=3)[C:13]([C:21]#[N:22])=[CH:12]2)=[CH:7][C:6]=1[O:23][CH2:24][O:25][CH3:26])[CH3:2].[CH2:28]([O:35][C:36](=[O:41])[NH:37][CH2:38][CH2:39]Br)[C:29]1[CH:34]=[CH:33][CH:32]=[CH:31][CH:30]=1.C(=O)([O-])[O-].[K+].[K+].O. Product: [CH2:1]([O:3][C:4](=[O:27])[C:5]1[CH:10]=[CH:9][C:8]([N:11]2[C:19]3[C:14](=[CH:15][CH:16]=[C:17]([O:20][CH2:39][CH2:38][NH:37][C:36]([O:35][CH2:28][C:29]4[CH:34]=[CH:33][CH:32]=[CH:31][CH:30]=4)=[O:41])[CH:18]=3)[C:13]([C:21]#[N:22])=[CH:12]2)=[CH:7][C:6]=1[O:23][CH2:24][O:25][CH3:26])[CH3:2]. The catalyst class is: 9. (5) Reactant: C([Li])CCC.Br[C:7]1[C:16]([CH3:17])=[C:15]([O:18][CH3:19])[C:14]2[C:9](=[CH:10][CH:11]=[CH:12][CH:13]=2)[C:8]=1[O:20][CH3:21].Cl[C:23]([O:25][CH2:26][CH3:27])=[O:24]. Product: [CH3:19][O:18][C:15]1[C:14]2[C:9](=[CH:10][CH:11]=[CH:12][CH:13]=2)[C:8]([O:20][CH3:21])=[C:7]([C:23]([O:25][CH2:26][CH3:27])=[O:24])[C:16]=1[CH3:17]. The catalyst class is: 7. (6) Reactant: [Br:1][C:2]1[CH:7]=[CH:6][CH:5]=[CH:4][C:3]=1[OH:8].Cl[C:10]([CH3:18])([CH2:12][CH2:13][C:14]([CH3:17])(Cl)[CH3:15])[CH3:11].[Al+3].[Cl-].[Cl-].[Cl-].Cl. Product: [Br:1][C:2]1[C:3]([OH:8])=[CH:4][C:5]2[C:14]([CH3:17])([CH3:15])[CH2:13][CH2:12][C:10]([CH3:18])([CH3:11])[C:6]=2[CH:7]=1. The catalyst class is: 2.